This data is from Catalyst prediction with 721,799 reactions and 888 catalyst types from USPTO. The task is: Predict which catalyst facilitates the given reaction. (1) Reactant: [CH3:1][O:2][C:3]1[CH:33]=[CH:32][C:6]([CH2:7][N:8]2[CH:12]=[C:11]([C:13]3[CH:18]=[CH:17][N:16]=[C:15](S(C)(=O)=O)[N:14]=3)[C:10]([C:23]3[CH:28]=[CH:27][CH:26]=[C:25]([N+:29]([O-:31])=[O:30])[CH:24]=3)=[N:9]2)=[CH:5][CH:4]=1.[CH2:34]([NH2:36])[CH3:35]. Product: [CH2:34]([NH:36][C:15]1[N:14]=[C:13]([C:11]2[C:10]([C:23]3[CH:28]=[CH:27][CH:26]=[C:25]([N+:29]([O-:31])=[O:30])[CH:24]=3)=[N:9][N:8]([CH2:7][C:6]3[CH:32]=[CH:33][C:3]([O:2][CH3:1])=[CH:4][CH:5]=3)[CH:12]=2)[CH:18]=[CH:17][N:16]=1)[CH3:35]. The catalyst class is: 38. (2) Reactant: Cl[C:2]1[S:3][C:4]([CH2:7][N:8]2[CH2:12][CH:11]([C:13]3[CH:18]=[C:17]([F:19])[CH:16]=[C:15]([F:20])[C:14]=3[F:21])[CH2:10][C:9]2=[O:22])=[CH:5][N:6]=1.[CH3:23][NH:24][CH3:25].O[Li].O. The catalyst class is: 20. Product: [CH3:23][N:24]([CH3:25])[C:2]1[S:3][C:4]([CH2:7][N:8]2[CH2:12][CH:11]([C:13]3[CH:18]=[C:17]([F:19])[CH:16]=[C:15]([F:20])[C:14]=3[F:21])[CH2:10][C:9]2=[O:22])=[CH:5][N:6]=1. (3) Reactant: [CH2:1]([C:8]1[CH:13]=[CH:12][CH:11]=[CH:10][C:9]=1[CH2:14][CH:15]=[CH:16][C:17]1[CH:25]=[CH:24][C:20]([C:21]([OH:23])=[O:22])=[CH:19][CH:18]=1)[C:2]1[CH:7]=[CH:6][CH:5]=[CH:4][CH:3]=1. Product: [CH2:1]([C:8]1[CH:13]=[CH:12][CH:11]=[CH:10][C:9]=1[CH2:14][CH2:15][CH2:16][C:17]1[CH:25]=[CH:24][C:20]([C:21]([OH:23])=[O:22])=[CH:19][CH:18]=1)[C:2]1[CH:3]=[CH:4][CH:5]=[CH:6][CH:7]=1. The catalyst class is: 123. (4) Reactant: [CH2:1]([O:3][C:4]1[CH:9]=[CH:8][C:7]([C:10]2[C:18]3[C:13](=[CH:14][C:15]([NH2:19])=[CH:16][CH:17]=3)[NH:12][CH:11]=2)=[CH:6][CH:5]=1)[CH3:2].[CH2:20]([C:22]1[CH:29]=[CH:28][C:25]([CH:26]=O)=[CH:24][CH:23]=1)[CH3:21].[BH4-].[Na+]. Product: [CH2:1]([O:3][C:4]1[CH:5]=[CH:6][C:7]([C:10]2[C:18]3[C:13](=[CH:14][C:15]([NH:19][CH2:26][C:25]4[CH:28]=[CH:29][C:22]([CH2:20][CH3:21])=[CH:23][CH:24]=4)=[CH:16][CH:17]=3)[NH:12][CH:11]=2)=[CH:8][CH:9]=1)[CH3:2]. The catalyst class is: 130.